From a dataset of Catalyst prediction with 721,799 reactions and 888 catalyst types from USPTO. Predict which catalyst facilitates the given reaction. Reactant: [CH:1]1([Mg]Br)[CH2:3][CH2:2]1.[CH:6]1([C:9]2[NH:13][C:12]3[CH:14]=[C:15]([C:26]4[C:27]([CH3:32])=[N:28][O:29][C:30]=4[CH3:31])[CH:16]=[C:17]([C:18]([C:20]4[CH:25]=[CH:24][CH:23]=[CH:22][N:21]=4)=[O:19])[C:11]=3[N:10]=2)[CH2:8][CH2:7]1. Product: [CH:1]1([C:18]([C:17]2[C:11]3[N:10]=[C:9]([CH:6]4[CH2:7][CH2:8]4)[NH:13][C:12]=3[CH:14]=[C:15]([C:26]3[C:27]([CH3:32])=[N:28][O:29][C:30]=3[CH3:31])[CH:16]=2)([C:20]2[CH:25]=[CH:24][CH:23]=[CH:22][N:21]=2)[OH:19])[CH2:3][CH2:2]1. The catalyst class is: 1.